Dataset: Reaction yield outcomes from USPTO patents with 853,638 reactions. Task: Predict the reaction yield, written as a fraction of the theoretical maximum amount of product (1.0 means a 100% yield; for example, 0.34 means a 34% yield). (1) The yield is 0.620. The reactants are [NH2:1][C:2]1[S:3][C:4]2[CH2:15][CH2:14][CH2:13][CH2:12][C:5]=2[C:6]=1[C:7]([O:9]CC)=O.Cl.[CH3:17][C:18]#[N:19]. No catalyst specified. The product is [CH3:17][C:18]1[NH:19][C:7](=[O:9])[C:6]2[C:5]3[CH2:12][CH2:13][CH2:14][CH2:15][C:4]=3[S:3][C:2]=2[N:1]=1. (2) The reactants are Br[C:2]1[S:6][C:5]([C:7]2[CH2:12][CH2:11][N:10]([C:13]([O:15][C:16]([CH3:19])([CH3:18])[CH3:17])=[O:14])[CH2:9][CH:8]=2)=[N:4][N:3]=1.[CH3:20][O:21][C:22]1[CH:23]=[C:24]([N:37]2[CH:41]=[CH:40][CH:39]=[N:38]2)[CH:25]=[CH:26][C:27]=1B1OC(C)(C)C(C)(C)O1.[O-]P([O-])([O-])=O.[K+].[K+].[K+].O1CCOCC1. The catalyst is C1C=CC([P]([Pd]([P](C2C=CC=CC=2)(C2C=CC=CC=2)C2C=CC=CC=2)([P](C2C=CC=CC=2)(C2C=CC=CC=2)C2C=CC=CC=2)[P](C2C=CC=CC=2)(C2C=CC=CC=2)C2C=CC=CC=2)(C2C=CC=CC=2)C2C=CC=CC=2)=CC=1.O. The yield is 0.685. The product is [CH3:20][O:21][C:22]1[CH:23]=[C:24]([N:37]2[CH:41]=[CH:40][CH:39]=[N:38]2)[CH:25]=[CH:26][C:27]=1[C:2]1[S:6][C:5]([C:7]2[CH2:12][CH2:11][N:10]([C:13]([O:15][C:16]([CH3:19])([CH3:18])[CH3:17])=[O:14])[CH2:9][CH:8]=2)=[N:4][N:3]=1. (3) The reactants are [NH2:1][C:2]1[CH:27]=[CH:26][C:5]([O:6][C:7]2[CH:12]=[CH:11][N:10]=[C:9]([NH:13][C:14]([N:16]3[CH2:21][CH2:20][CH:19]([N:22]4[CH2:25][CH2:24][CH2:23]4)[CH2:18][CH2:17]3)=[O:15])[CH:8]=2)=[CH:4][CH:3]=1.[C:28]1([CH2:34][C:35]([N:37]=[C:38]=[O:39])=[O:36])[CH:33]=[CH:32][CH:31]=[CH:30][CH:29]=1. The catalyst is O1CCCC1.CCCCCC. The product is [N:22]1([CH:19]2[CH2:18][CH2:17][N:16]([C:14]([NH:13][C:9]3[CH:8]=[C:7]([O:6][C:5]4[CH:4]=[CH:3][C:2]([NH:1][C:38]([NH:37][C:35](=[O:36])[CH2:34][C:28]5[CH:29]=[CH:30][CH:31]=[CH:32][CH:33]=5)=[O:39])=[CH:27][CH:26]=4)[CH:12]=[CH:11][N:10]=3)=[O:15])[CH2:21][CH2:20]2)[CH2:25][CH2:24][CH2:23]1. The yield is 0.550. (4) The reactants are Br[C:2]1[CH:3]=[C:4]([CH:20]=[CH:21][CH:22]=1)[O:5][CH2:6][CH:7]([OH:19])[CH2:8][N:9]1[CH2:18][CH2:17][C:16]2[C:11](=[CH:12][CH:13]=[CH:14][CH:15]=2)[CH2:10]1.[CH3:23][C:24]1([CH3:40])[C:28]([CH3:30])([CH3:29])[O:27][B:26]([B:26]2[O:27][C:28]([CH3:30])([CH3:29])[C:24]([CH3:40])([CH3:23])[O:25]2)[O:25]1.CC([O-])=O.[K+].O. The catalyst is CS(C)=O. The product is [CH2:10]1[C:11]2[C:16](=[CH:15][CH:14]=[CH:13][CH:12]=2)[CH2:17][CH2:18][N:9]1[CH2:8][CH:7]([OH:19])[CH2:6][O:5][C:4]1[CH:20]=[CH:21][CH:22]=[C:2]([B:26]2[O:27][C:28]([CH3:30])([CH3:29])[C:24]([CH3:40])([CH3:23])[O:25]2)[CH:3]=1. The yield is 0.485.